Dataset: Merck oncology drug combination screen with 23,052 pairs across 39 cell lines. Task: Regression. Given two drug SMILES strings and cell line genomic features, predict the synergy score measuring deviation from expected non-interaction effect. (1) Drug 1: COc1cc(C2c3cc4c(cc3C(OC3OC5COC(C)OC5C(O)C3O)C3COC(=O)C23)OCO4)cc(OC)c1O. Drug 2: CNC(=O)c1cc(Oc2ccc(NC(=O)Nc3ccc(Cl)c(C(F)(F)F)c3)cc2)ccn1. Cell line: OV90. Synergy scores: synergy=-8.09. (2) Drug 1: CN1C(=O)C=CC2(C)C3CCC4(C)C(NC(=O)OCC(F)(F)F)CCC4C3CCC12. Drug 2: Cn1cc(-c2cnn3c(N)c(Br)c(C4CCCNC4)nc23)cn1. Cell line: NCIH520. Synergy scores: synergy=-13.5. (3) Drug 1: CN1C(=O)C=CC2(C)C3CCC4(C)C(NC(=O)OCC(F)(F)F)CCC4C3CCC12. Drug 2: Cn1nnc2c(C(N)=O)ncn2c1=O. Cell line: UWB1289. Synergy scores: synergy=-17.7. (4) Drug 1: Cn1nnc2c(C(N)=O)ncn2c1=O. Drug 2: CCC1(O)C(=O)OCc2c1cc1n(c2=O)Cc2cc3c(CN(C)C)c(O)ccc3nc2-1. Cell line: EFM192B. Synergy scores: synergy=1.40.